From a dataset of Full USPTO retrosynthesis dataset with 1.9M reactions from patents (1976-2016). Predict the reactants needed to synthesize the given product. (1) Given the product [CH3:2][C:3]1[C:4](=[O:10])[NH:5][C:6]([CH3:9])=[CH:7][CH:8]=1, predict the reactants needed to synthesize it. The reactants are: O[CH2:2][C:3]1[C:4](=[O:10])[NH:5][C:6]([CH3:9])=[CH:7][CH:8]=1.[H][H]. (2) Given the product [C:1]([C:5]1[N:10]=[CH:9][C:8]([C:11]2[N:12]([C:32]([N:43]3[CH2:44][CH2:45][N:40]([CH2:46][CH2:47][CH2:48][S:49]([NH2:52])(=[O:50])=[O:51])[CH2:41][CH2:42]3)=[O:33])[C@@:13]([C:25]3[CH:26]=[CH:27][C:28]([Cl:31])=[CH:29][CH:30]=3)([CH3:24])[C@@:14]([C:17]3[CH:18]=[CH:19][C:20]([Cl:23])=[CH:21][CH:22]=3)([CH3:16])[N:15]=2)=[C:7]([O:35][CH2:36][CH3:37])[CH:6]=1)([CH3:2])([CH3:3])[CH3:4], predict the reactants needed to synthesize it. The reactants are: [C:1]([C:5]1[N:10]=[CH:9][C:8]([C:11]2[N:12]([C:32](Cl)=[O:33])[C@@:13]([C:25]3[CH:30]=[CH:29][C:28]([Cl:31])=[CH:27][CH:26]=3)([CH3:24])[C@@:14]([C:17]3[CH:22]=[CH:21][C:20]([Cl:23])=[CH:19][CH:18]=3)([CH3:16])[N:15]=2)=[C:7]([O:35][CH2:36][CH3:37])[CH:6]=1)([CH3:4])([CH3:3])[CH3:2].Cl.Cl.[N:40]1([CH2:46][CH2:47][CH2:48][S:49]([NH2:52])(=[O:51])=[O:50])[CH2:45][CH2:44][NH:43][CH2:42][CH2:41]1.